From a dataset of TCR-epitope binding with 47,182 pairs between 192 epitopes and 23,139 TCRs. Binary Classification. Given a T-cell receptor sequence (or CDR3 region) and an epitope sequence, predict whether binding occurs between them. (1) The epitope is QECVRGTTVL. The TCR CDR3 sequence is CASSFGTSNQPQHF. Result: 1 (the TCR binds to the epitope). (2) The epitope is FPRPWLHGL. The TCR CDR3 sequence is CASSQTPGEQYF. Result: 0 (the TCR does not bind to the epitope).